From a dataset of Catalyst prediction with 721,799 reactions and 888 catalyst types from USPTO. Predict which catalyst facilitates the given reaction. (1) Reactant: [C:1]1([CH3:10])[CH:6]=[CH:5][C:4]([C:7]([NH2:9])=[O:8])=[CH:3][CH:2]=1.N1C=CC=CC=1.[S:17](Cl)(Cl)=[O:18]. Product: [S:17](=[N:9][C:7]([C:4]1[CH:5]=[CH:6][C:1]([CH3:10])=[CH:2][CH:3]=1)=[O:8])=[O:18]. The catalyst class is: 28. (2) Reactant: [CH3:1][O:2][C:3](=[O:17])[C:4]1[C:5](=[C:10]([N+:14]([O-])=O)[CH:11]=[CH:12][CH:13]=1)[C:6]([O:8][CH3:9])=[O:7]. Product: [CH3:1][O:2][C:3](=[O:17])[C:4]1[C:5](=[C:10]([NH2:14])[CH:11]=[CH:12][CH:13]=1)[C:6]([O:8][CH3:9])=[O:7]. The catalyst class is: 19.